Dataset: Forward reaction prediction with 1.9M reactions from USPTO patents (1976-2016). Task: Predict the product of the given reaction. Given the reactants [Br:1][C:2]1[C:3](Cl)=[CH:4][C:5]([NH:8][C:9](=[O:14])[C:10]([CH3:13])([CH3:12])[CH3:11])=[N:6][CH:7]=1.[NH2:16][CH2:17][CH:18]1[CH2:23][CH2:22][N:21]([C:24]([O:26][CH2:27][C:28]2[CH:33]=[CH:32][CH:31]=[CH:30][CH:29]=2)=[O:25])[CH2:20][CH2:19]1.C(N(CC)CC)C, predict the reaction product. The product is: [Br:1][C:2]1[C:3]([NH:16][CH2:17][CH:18]2[CH2:23][CH2:22][N:21]([C:24]([O:26][CH2:27][C:28]3[CH:29]=[CH:30][CH:31]=[CH:32][CH:33]=3)=[O:25])[CH2:20][CH2:19]2)=[CH:4][C:5]([NH:8][C:9](=[O:14])[C:10]([CH3:13])([CH3:12])[CH3:11])=[N:6][CH:7]=1.